Dataset: Full USPTO retrosynthesis dataset with 1.9M reactions from patents (1976-2016). Task: Predict the reactants needed to synthesize the given product. (1) The reactants are: [NH2:1][C:2]1[CH:3]=[CH:4][C:5]2[N:11]([CH3:12])[C:10](=[O:13])[O:9][CH2:8][CH2:7][C:6]=2[CH:14]=1.Cl[C:16]1[N:21]=[C:20]([NH:22][C:23]2[C:28]([O:29][CH2:30][CH2:31][O:32]C3CCCCO3)=[CH:27][CH:26]=[CH:25][C:24]=2[F:39])[C:19]([Cl:40])=[CH:18][N:17]=1.C12(CS(O)(=O)=O)C(C)(C)C(CC1)CC2=O. Given the product [Cl:40][C:19]1[C:20]([NH:22][C:23]2[C:28]([O:29][CH2:30][CH2:31][OH:32])=[CH:27][CH:26]=[CH:25][C:24]=2[F:39])=[N:21][C:16]([NH:1][C:2]2[CH:3]=[CH:4][C:5]3[N:11]([CH3:12])[C:10](=[O:13])[O:9][CH2:8][CH2:7][C:6]=3[CH:14]=2)=[N:17][CH:18]=1, predict the reactants needed to synthesize it. (2) Given the product [O:3]1[C:8]2=[CH:9][CH:10]=[CH:11][C:7]2=[CH:6][C:5]([CH:12]2[CH2:17][CH2:16][CH2:15][CH2:14][N:13]2[CH2:18][CH2:19][C@H:20]2[CH2:21][CH2:22][C@H:23]([NH:26][C:29](=[O:30])[C:28]([F:39])([F:38])[F:27])[CH2:24][CH2:25]2)=[CH:4]1, predict the reactants needed to synthesize it. The reactants are: Cl.Cl.[O:3]1[C:8]2=[CH:9][CH:10]=[CH:11][C:7]2=[CH:6][C:5]([CH:12]2[CH2:17][CH2:16][CH2:15][CH2:14][N:13]2[CH2:18][CH2:19][C@H:20]2[CH2:25][CH2:24][C@H:23]([NH2:26])[CH2:22][CH2:21]2)=[CH:4]1.[F:27][C:28]([F:39])([F:38])[C:29](O[C:29](=[O:30])[C:28]([F:39])([F:38])[F:27])=[O:30]. (3) Given the product [C:9]([C:8]1[CH:11]=[CH:12][C:5]([N:4]([CH2:3][C:2]([F:17])([F:18])[F:1])[C@H:22]([C:23]([N:25]([CH3:27])[CH3:26])=[O:24])[CH2:28][CH2:29][CH3:30])=[CH:6][C:7]=1[C:13]([F:16])([F:14])[F:15])#[N:10], predict the reactants needed to synthesize it. The reactants are: [F:1][C:2]([F:18])([F:17])[CH2:3][NH:4][C:5]1[CH:12]=[CH:11][C:8]([C:9]#[N:10])=[C:7]([C:13]([F:16])([F:15])[F:14])[CH:6]=1.[H-].[Na+].Br[CH:22]([CH2:28][CH2:29][CH3:30])[C:23]([N:25]([CH3:27])[CH3:26])=[O:24].O. (4) Given the product [CH:3]1[C:4]2[C:8]3[CH:9]=[CH:10][CH:11]=[CH:12][C:7]=3[S:6][C:5]=2[CH:13]=[CH:14][C:2]=1[CH:23]=[O:24], predict the reactants needed to synthesize it. The reactants are: Br[C:2]1[CH:14]=[CH:13][C:5]2[S:6][C:7]3[CH:12]=[CH:11][CH:10]=[CH:9][C:8]=3[C:4]=2[CH:3]=1.[Li]CCCC.CN([CH:23]=[O:24])C.[NH4+].[Cl-]. (5) Given the product [CH:46]1([C:2]2[CH:3]=[N:4][N:5]3[CH:10]=[C:9]([C:11]4[N:16]=[CH:15][C:14]([N:17]5[CH2:22][CH2:21][N:20]([C:23]([O:25][C:9]([CH3:11])([CH3:10])[CH3:8])=[O:24])[CH2:19][CH2:18]5)=[CH:13][CH:12]=4)[CH:8]=[C:7]([O:26][C@@H:27]([C@@H:29]4[CH2:33][C:32](=[O:34])[N:31]([C@@H:35]([C:37]5[CH:38]=[CH:39][C:40]([O:43][CH3:44])=[CH:41][CH:42]=5)[CH3:36])[CH2:30]4)[CH3:28])[C:6]=23)[CH2:48][CH2:47]1, predict the reactants needed to synthesize it. The reactants are: I[C:2]1[CH:3]=[N:4][N:5]2[CH:10]=[C:9]([C:11]3[N:16]=[CH:15][C:14]([N:17]4[CH2:22][CH2:21][N:20]([C:23]([O-:25])=[O:24])[CH2:19][CH2:18]4)=[CH:13][CH:12]=3)[CH:8]=[C:7]([O:26][C@@H:27]([C@@H:29]3[CH2:33][C:32](=[O:34])[N:31]([C@@H:35]([C:37]4[CH:42]=[CH:41][C:40]([O:43][CH3:44])=[CH:39][CH:38]=4)[CH3:36])[CH2:30]3)[CH3:28])[C:6]=12.[Br-].[CH:46]1([Zn+])[CH2:48][CH2:47]1. (6) Given the product [CH:30]1([S:33]([N:36]2[CH:40]=[C:39]([C:2]3[N:7]=[C:6]([NH:8][C:9]4[N:14]=[CH:13][C:12]5[N:15]=[C:16]([CH:21]([F:23])[F:22])[N:17]([CH:18]([CH3:20])[CH3:19])[C:11]=5[CH:10]=4)[CH:5]=[CH:4][N:3]=3)[CH:38]=[N:37]2)(=[O:34])=[O:35])[CH2:32][CH2:31]1, predict the reactants needed to synthesize it. The reactants are: Cl[C:2]1[N:7]=[C:6]([NH:8][C:9]2[N:14]=[CH:13][C:12]3[N:15]=[C:16]([CH:21]([F:23])[F:22])[N:17]([CH:18]([CH3:20])[CH3:19])[C:11]=3[CH:10]=2)[CH:5]=[CH:4][N:3]=1.C(=O)([O-])[O-].[Na+].[Na+].[CH:30]1([S:33]([N:36]2[CH:40]=[C:39](B3OC(C)(C)C(C)(C)O3)[CH:38]=[N:37]2)(=[O:35])=[O:34])[CH2:32][CH2:31]1.O1CCOCC1. (7) Given the product [CH3:1][O:2][C:3]([C:4]1[CH:9]=[C:8]2[C:7](=[CH:6][C:5]=1[O:12][CH3:13])[NH:11][C:17]([Si:16]([CH3:21])([CH3:20])[CH3:15])=[C:18]2[CH3:19])=[O:14], predict the reactants needed to synthesize it. The reactants are: [CH3:1][O:2][C:3](=[O:14])[C:4]1[CH:9]=[C:8](Br)[C:7]([NH2:11])=[CH:6][C:5]=1[O:12][CH3:13].[CH3:15][Si:16]([CH3:21])([CH3:20])[C:17]#[C:18][CH3:19].C([O-])([O-])=O.[Na+].[Na+].C1(P(C2C=CC=CC=2)C2C=CC=CC=2)C=CC=CC=1.